From a dataset of Forward reaction prediction with 1.9M reactions from USPTO patents (1976-2016). Predict the product of the given reaction. (1) Given the reactants Cl[CH:2]([C:17]1[C:18]([CH3:23])=[N:19][CH:20]=[CH:21][CH:22]=1)[C:3]1[O:4][C:5]2[CH:11]=[CH:10][C:9]([CH2:12][C:13]([O:15][CH3:16])=[O:14])=[CH:8][C:6]=2[CH:7]=1, predict the reaction product. The product is: [CH3:23][C:18]1[C:17]([CH2:2][C:3]2[O:4][C:5]3[CH:11]=[CH:10][C:9]([CH2:12][C:13]([O:15][CH3:16])=[O:14])=[CH:8][C:6]=3[CH:7]=2)=[CH:22][CH:21]=[CH:20][N:19]=1. (2) Given the reactants [CH:1]([O:4][C:5]1[CH:11]=[CH:10][C:8]([NH2:9])=[CH:7][CH:6]=1)([CH3:3])[CH3:2].CN(C(ON1N=NC2C=CC=NC1=2)=[N+](C)C)C.F[P-](F)(F)(F)(F)F.C(N(C(C)C)CC)(C)C.[O:45]=[C:46]1[CH2:51][CH2:50][CH2:49][CH:48]([C:52](O)=[O:53])[CH2:47]1, predict the reaction product. The product is: [CH:1]([O:4][C:5]1[CH:11]=[CH:10][C:8]([NH:9][C:52]([CH:48]2[CH2:49][CH2:50][CH2:51][C:46](=[O:45])[CH2:47]2)=[O:53])=[CH:7][CH:6]=1)([CH3:3])[CH3:2]. (3) Given the reactants Cl[C:2]1[CH:10]=[C:9]2[C:5]([CH:6]=[CH:7][N:8]2[CH2:11][C:12]2[CH:17]=[CH:16][C:15]([C:18]([F:21])([F:20])[F:19])=[CH:14][CH:13]=2)=[CH:4][CH:3]=1.CC([O-])=O.[K+].[CH3:27][C:28]1([CH3:44])[C:32]([CH3:34])([CH3:33])[O:31][B:30]([B:30]2[O:31][C:32]([CH3:34])([CH3:33])[C:28]([CH3:44])([CH3:27])[O:29]2)[O:29]1, predict the reaction product. The product is: [CH3:27][C:28]1([CH3:44])[C:32]([CH3:34])([CH3:33])[O:31][B:30]([C:2]2[CH:10]=[C:9]3[C:5]([CH:6]=[CH:7][N:8]3[CH2:11][C:12]3[CH:17]=[CH:16][C:15]([C:18]([F:21])([F:20])[F:19])=[CH:14][CH:13]=3)=[CH:4][CH:3]=2)[O:29]1. (4) Given the reactants C1CCN2C(=NCCC2)CC1.[CH:12]([CH:14]=[CH2:15])=[O:13].[N:16]([C:18]1[CH:23]=[CH:22][CH:21]=[CH:20][CH:19]=1)=[O:17], predict the reaction product. The product is: [OH:17][N:16]([C:18]1[CH:23]=[CH:22][CH:21]=[CH:20][CH:19]=1)[C:12](=[O:13])[CH:14]=[CH2:15]. (5) Given the reactants [CH2:1]([C:17]1[CH:18]=[C:19]([C:25]2[CH:30]=[CH:29][C:28]([O:31]C)=[CH:27][CH:26]=2)[CH:20]=[CH:21][C:22]=1[O:23]C)[CH2:2][CH2:3][CH2:4][CH2:5][CH2:6][CH2:7][CH2:8][CH2:9][CH2:10][CH2:11][CH2:12][CH2:13][CH2:14][CH2:15][CH3:16].Br.O, predict the reaction product. The product is: [CH2:1]([C:17]1[CH:18]=[C:19]([C:25]2[CH:30]=[CH:29][C:28]([OH:31])=[CH:27][CH:26]=2)[CH:20]=[CH:21][C:22]=1[OH:23])[CH2:2][CH2:3][CH2:4][CH2:5][CH2:6][CH2:7][CH2:8][CH2:9][CH2:10][CH2:11][CH2:12][CH2:13][CH2:14][CH2:15][CH3:16].